Dataset: Full USPTO retrosynthesis dataset with 1.9M reactions from patents (1976-2016). Task: Predict the reactants needed to synthesize the given product. (1) Given the product [CH2:31]([O:30][C:28](=[O:29])[N:15]([N:9]1[C:8](=[O:20])[C:7]2[C:12](=[CH:13][C:4]([CH:1]([CH3:3])[CH3:2])=[C:5]([C:21]3[N:22]([CH3:26])[N:23]=[CH:24][CH:25]=3)[CH:6]=2)[NH:11][C:10]1=[O:14])[S:16]([CH3:19])(=[O:17])=[O:18])[CH:32]([CH3:34])[CH3:33], predict the reactants needed to synthesize it. The reactants are: [CH:1]([C:4]1[CH:13]=[C:12]2[C:7]([C:8](=[O:20])[N:9]([NH:15][S:16]([CH3:19])(=[O:18])=[O:17])[C:10](=[O:14])[NH:11]2)=[CH:6][C:5]=1[C:21]1[N:22]([CH3:26])[N:23]=[CH:24][CH:25]=1)([CH3:3])[CH3:2].Cl[C:28]([O:30][CH2:31][CH:32]([CH3:34])[CH3:33])=[O:29]. (2) The reactants are: F[C:2]1[CH:7]=[CH:6][C:5]([N+:8]([O-:10])=[O:9])=[CH:4][C:3]=1[CH3:11].[OH:12][C:13]1[CH:14]=[C:15]([C:19]2([C:22]#[N:23])[CH2:21][CH2:20]2)[CH:16]=[CH:17][CH:18]=1.C(=O)([O-])[O-].[K+].[K+]. Given the product [CH3:11][C:3]1[CH:4]=[C:5]([N+:8]([O-:10])=[O:9])[CH:6]=[CH:7][C:2]=1[O:12][C:13]1[CH:14]=[C:15]([C:19]2([C:22]#[N:23])[CH2:20][CH2:21]2)[CH:16]=[CH:17][CH:18]=1, predict the reactants needed to synthesize it. (3) Given the product [CH:1]1([C:4]2[N:8]=[C:7]([NH:9][C:17](=[O:18])[CH:16]([C:10]3[CH:15]=[CH:14][CH:13]=[CH:12][CH:11]=3)[C:20]3[CH:25]=[CH:24][CH:23]=[CH:22][CH:21]=3)[O:6][N:5]=2)[CH2:3][CH2:2]1, predict the reactants needed to synthesize it. The reactants are: [CH:1]1([C:4]2[N:8]=[C:7]([NH2:9])[O:6][N:5]=2)[CH2:3][CH2:2]1.[C:10]1([CH:16]([C:20]2[CH:25]=[CH:24][CH:23]=[CH:22][CH:21]=2)[C:17](Cl)=[O:18])[CH:15]=[CH:14][CH:13]=[CH:12][CH:11]=1. (4) Given the product [NH:21]1[C:11]([C:10]([O:17][CH2:18][CH3:19])=[O:16])=[CH:8][C:7]([C:6]2[NH:2][N:3]=[CH:4][CH:5]=2)=[N:22]1, predict the reactants needed to synthesize it. The reactants are: [Na].[NH:2]1[C:6]([C:7](=O)[CH3:8])=[CH:5][CH:4]=[N:3]1.[C:10]([O:17][CH2:18][CH3:19])(=[O:16])[C:11](OCC)=O.Cl.[NH2:21][NH2:22].[OH-].[Na+]. (5) Given the product [Br:9][C:10]1[CH:15]=[CH:14][C:13]([F:19])=[C:12]([C:2]2[N:7]=[N:6][C:5]([NH2:8])=[N:4][CH:3]=2)[CH:11]=1, predict the reactants needed to synthesize it. The reactants are: Br[C:2]1[N:7]=[N:6][C:5]([NH2:8])=[N:4][CH:3]=1.[Br:9][C:10]1[CH:11]=[CH:12][C:13]([F:19])=[C:14](B(O)O)[CH:15]=1.C([O-])([O-])=O.[K+].[K+]. (6) Given the product [CH3:21][C:20]([CH3:23])([CH3:22])[CH2:24][C:25]([O:19][CH2:18][CH2:17][C:14]1[CH:15]=[CH:16][C:11]([N:10]2[C:3]3=[N:4][C:5]([CH3:9])=[CH:6][C:7]([CH3:8])=[C:2]3[N:1]=[C:25]2[CH2:24][C:20]([CH3:23])([CH3:22])[CH3:21])=[CH:12][CH:13]=1)=[O:26], predict the reactants needed to synthesize it. The reactants are: [NH2:1][C:2]1[C:3]([NH:10][C:11]2[CH:16]=[CH:15][C:14]([CH2:17][CH2:18][OH:19])=[CH:13][CH:12]=2)=[N:4][C:5]([CH3:9])=[CH:6][C:7]=1[CH3:8].[C:20]([CH2:24][C:25](Cl)=[O:26])([CH3:23])([CH3:22])[CH3:21]. (7) The reactants are: [CH2:1]([OH:25])[CH2:2][O:3][CH2:4][CH2:5][O:6][CH2:7][CH2:8][O:9][CH2:10][CH2:11][O:12][CH2:13][CH2:14][O:15][CH2:16][CH2:17][O:18][CH2:19][CH2:20][O:21][CH2:22][CH2:23][OH:24].[H-].[Na+].[Si:28](Cl)([C:31]([CH3:34])([CH3:33])[CH3:32])([CH3:30])[CH3:29]. Given the product [CH3:32][C:31]([CH3:34])([Si:28]([CH3:30])([CH3:29])[O:24][CH2:23][CH2:22][O:21][CH2:20][CH2:19][O:18][CH2:17][CH2:16][O:15][CH2:14][CH2:13][O:12][CH2:11][CH2:10][O:9][CH2:8][CH2:7][O:6][CH2:5][CH2:4][O:3][CH2:2][CH2:1][OH:25])[CH3:33], predict the reactants needed to synthesize it. (8) Given the product [F:33][C:10]1[CH:11]=[C:12]2[C:7](=[CH:8][CH:9]=1)[CH:6]=[C:5]([CH2:4][C:3]([OH:34])=[O:2])[C:14]([CH3:15])=[C:13]2[CH:16]1[CH2:21][CH2:20][N:19]([S:22]([C:25]2[CH:30]=[CH:29][CH:28]=[CH:27][C:26]=2[O:31][CH3:32])(=[O:24])=[O:23])[CH2:18][CH2:17]1, predict the reactants needed to synthesize it. The reactants are: C[O:2][C:3](=[O:34])[CH2:4][C:5]1[C:14]([CH3:15])=[C:13]([CH:16]2[CH2:21][CH2:20][N:19]([S:22]([C:25]3[CH:30]=[CH:29][CH:28]=[CH:27][C:26]=3[O:31][CH3:32])(=[O:24])=[O:23])[CH2:18][CH2:17]2)[C:12]2[C:7](=[CH:8][CH:9]=[C:10]([F:33])[CH:11]=2)[CH:6]=1.O.[OH-].[Li+].